Dataset: Reaction yield outcomes from USPTO patents with 853,638 reactions. Task: Predict the reaction yield, written as a fraction of the theoretical maximum amount of product (1.0 means a 100% yield; for example, 0.34 means a 34% yield). (1) The reactants are [C:1]([C:3]1[CH:4]=[C:5]2[C:10](=[CH:11][C:12]=1[O:13][C:14]1[CH:22]=[CH:21][C:17]([C:18](O)=[O:19])=[CH:16][CH:15]=1)[O:9][CH2:8][CH2:7][CH:6]2[C:23]([O:25][CH3:26])=[O:24])#[N:2].C(Cl)(=O)C(Cl)=O.[Cl:33][C:34]1[CH:35]=[C:36]([NH2:41])[CH:37]=[CH:38][C:39]=1[Cl:40].C(N(CC)C(C)C)(C)C. The catalyst is C(Cl)Cl.CN(C=O)C. The product is [Cl:33][C:34]1[CH:35]=[C:36]([NH:41][C:18]([C:17]2[CH:16]=[CH:15][C:14]([O:13][C:12]3[CH:11]=[C:10]4[C:5]([CH:6]([C:23]([O:25][CH3:26])=[O:24])[CH2:7][CH2:8][O:9]4)=[CH:4][C:3]=3[C:1]#[N:2])=[CH:22][CH:21]=2)=[O:19])[CH:37]=[CH:38][C:39]=1[Cl:40]. The yield is 0.710. (2) The reactants are [CH3:1][C:2]1[C:7]([O:8][C:9]2[CH:14]=[CH:13][N:12]=[C:11]([C:15]3[CH:20]=[CH:19][C:18]([CH:21]4[CH2:26][CH2:25][N:24]([CH3:27])[CH2:23][CH2:22]4)=[CH:17][CH:16]=3)[CH:10]=2)=[CH:6][CH:5]=[C:4]([N+:28]([O-])=O)[N:3]=1. The catalyst is CO.[Pd]. The product is [CH3:1][C:2]1[N:3]=[C:4]([NH2:28])[CH:5]=[CH:6][C:7]=1[O:8][C:9]1[CH:14]=[CH:13][N:12]=[C:11]([C:15]2[CH:20]=[CH:19][C:18]([CH:21]3[CH2:26][CH2:25][N:24]([CH3:27])[CH2:23][CH2:22]3)=[CH:17][CH:16]=2)[CH:10]=1. The yield is 0.870. (3) The reactants are C([O-])=O.[NH4+].C([O:12][C:13]1[CH:43]=[CH:42][C:16]([C:17]([NH:19][CH:20]([CH3:41])[C:21](=[O:40])[N:22]2[CH2:27][CH2:26][N:25]([C:28](=[O:39])[C:29]3[CH:34]=[CH:33][CH:32]=[CH:31][C:30]=3[C:35]([F:38])([F:37])[F:36])[CH2:24][CH2:23]2)=[O:18])=[CH:15][CH:14]=1)C1C=CC=CC=1. The catalyst is CO.[Pd]. The product is [OH:12][C:13]1[CH:14]=[CH:15][C:16]([C:17]([NH:19][CH:20]([CH3:41])[C:21](=[O:40])[N:22]2[CH2:27][CH2:26][N:25]([C:28](=[O:39])[C:29]3[CH:34]=[CH:33][CH:32]=[CH:31][C:30]=3[C:35]([F:38])([F:37])[F:36])[CH2:24][CH2:23]2)=[O:18])=[CH:42][CH:43]=1. The yield is 0.820.